This data is from Reaction yield outcomes from USPTO patents with 853,638 reactions. The task is: Predict the reaction yield, written as a fraction of the theoretical maximum amount of product (1.0 means a 100% yield; for example, 0.34 means a 34% yield). (1) The reactants are [CH3:1][O:2][C:3]1[CH:12]=[CH:11][C:6]2[C:7](=[O:10])[CH2:8][O:9][C:5]=2[C:4]=1[CH2:13][CH2:14][CH2:15][CH:16]1[CH2:21][CH2:20][N:19]([C:22]([O:24][C:25]([CH3:28])([CH3:27])[CH3:26])=[O:23])[CH2:18][CH2:17]1.[NH:29]1[C:37]2[C:32](=[CH:33][CH:34]=[CH:35][CH:36]=2)[C:31]([CH:38]=O)=[N:30]1. The catalyst is CO.N1CCCCC1. The product is [NH:29]1[C:37]2[C:32](=[CH:33][CH:34]=[CH:35][CH:36]=2)[C:31](/[CH:38]=[C:8]2\[O:9][C:5]3[C:4]([CH2:13][CH2:14][CH2:15][CH:16]4[CH2:21][CH2:20][N:19]([C:22]([O:24][C:25]([CH3:28])([CH3:27])[CH3:26])=[O:23])[CH2:18][CH2:17]4)=[C:3]([O:2][CH3:1])[CH:12]=[CH:11][C:6]=3[C:7]\2=[O:10])=[N:30]1. The yield is 0.710. (2) The reactants are [O:1]1[CH2:3][C@@H:2]1[CH2:4][N:5]1[C:13](=[O:14])[C:12]2[C:7](=[CH:8][CH:9]=[CH:10][CH:11]=2)[C:6]1=[O:15].[N:16]([C:19]1[CH:24]=[CH:23][C:22]([N:25]2[CH2:30][CH2:29][O:28][CH2:27][C:26]2=[O:31])=[CH:21][CH:20]=1)=[C:17]=[O:18].[Br-].[Li+]. The catalyst is CN(C)C=O. The yield is 0.917. The product is [O:18]=[C:17]1[N:16]([C:19]2[CH:24]=[CH:23][C:22]([N:25]3[CH2:30][CH2:29][O:28][CH2:27][C:26]3=[O:31])=[CH:21][CH:20]=2)[CH2:3][C@H:2]([CH2:4][N:5]2[C:13](=[O:14])[C:12]3[C:7](=[CH:8][CH:9]=[CH:10][CH:11]=3)[C:6]2=[O:15])[O:1]1. (3) The reactants are I[C:2]1[CH:7]=[C:6]([S:8][CH3:9])[N:5]=[C:4]([CH3:10])[N:3]=1.C([Mg]Cl)(C)C.Cl[Sn:17]([CH2:26][CH2:27][CH2:28][CH3:29])([CH2:22][CH2:23][CH2:24][CH3:25])[CH2:18][CH2:19][CH2:20][CH3:21]. The catalyst is C1COCC1. The product is [CH3:10][C:4]1[N:5]=[C:6]([S:8][CH3:9])[CH:7]=[C:2]([Sn:17]([CH2:22][CH2:23][CH2:24][CH3:25])([CH2:26][CH2:27][CH2:28][CH3:29])[CH2:18][CH2:19][CH2:20][CH3:21])[N:3]=1. The yield is 0.659. (4) The reactants are [CH3:1][O:2][C:3]1[C:4]([CH3:31])=[C:5]([C:22]([O:29][CH3:30])=[C:23]([O:27][CH3:28])[C:24]=1[O:25][CH3:26])[CH2:6][C:7]1[C:8]([C:16]2[CH:17]=[N:18][CH:19]=[CH:20][CH:21]=2)=[C:9]([CH:13]=[CH:14][CH:15]=1)[C:10](O)=[O:11].[NH:32]1[CH2:37][CH2:36][CH2:35][CH2:34][CH2:33]1.CCN=C=NCCCN(C)C.Cl. The catalyst is C(Cl)Cl. The product is [CH3:1][O:2][C:3]1[C:4]([CH3:31])=[C:5]([C:22]([O:29][CH3:30])=[C:23]([O:27][CH3:28])[C:24]=1[O:25][CH3:26])[CH2:6][C:7]1[C:8]([C:16]2[CH:17]=[N:18][CH:19]=[CH:20][CH:21]=2)=[C:9]([CH:13]=[CH:14][CH:15]=1)[C:10]([N:32]1[CH2:37][CH2:36][CH2:35][CH2:34][CH2:33]1)=[O:11]. The yield is 0.450. (5) The reactants are O.O.[Sn](Cl)Cl.[Cl:6][C:7]1[CH:16]=[N:15][C:14]2[C:13]([N:17]3[CH2:22][CH2:21][O:20][CH2:19][CH2:18]3)=[N:12][C:11]([C:23]3[CH:28]=[CH:27][C:26]([N+:29]([O-])=O)=[CH:25][CH:24]=3)=[N:10][C:9]=2[CH:8]=1. The catalyst is C(O)C. The product is [Cl:6][C:7]1[CH:16]=[N:15][C:14]2[C:13]([N:17]3[CH2:22][CH2:21][O:20][CH2:19][CH2:18]3)=[N:12][C:11]([C:23]3[CH:28]=[CH:27][C:26]([NH2:29])=[CH:25][CH:24]=3)=[N:10][C:9]=2[CH:8]=1. The yield is 0.820. (6) The reactants are [NH2:1][C:2]1[CH:7]=[CH:6][CH:5]=[CH:4][CH:3]=1.C([N:15]1[CH:19]=[CH:18][N:17]=[CH:16]1)([N:15]1[CH:19]=[CH:18][N:17]=[CH:16]1)=S.NC1[CH:27]=[C:26]([Br:28])[CH:25]=[CH:24]C=1N.CCN=C=NCCCN(C)C. The catalyst is N1C=CC=CC=1. The product is [Br:28][C:26]1[CH:25]=[CH:24][C:18]2[NH:17][C:16]([NH:1][C:2]3[CH:7]=[CH:6][CH:5]=[CH:4][CH:3]=3)=[N:15][C:19]=2[CH:27]=1. The yield is 0.250. (7) The reactants are Cl.[C:2]([N:5]1[CH2:10][CH2:9][N:8]([C:11]2[CH:16]=[CH:15][C:14]([C:17](=[O:31])/[CH:18]=[CH:19]/[C:20]3[CH:25]=[CH:24][C:23](/[CH:26]=[CH:27]/[C:28](O)=[O:29])=[CH:22][CH:21]=3)=[CH:13][CH:12]=2)[CH2:7][CH2:6]1)(=[O:4])[NH2:3].C1C=CC2[N:40]([OH:41])N=NC=2C=1.C(Cl)CCl.NOC1CCCCO1. The catalyst is CN(C=O)C. The product is [OH:41][NH:40][C:28](/[CH:27]=[CH:26]/[C:23]1[CH:24]=[CH:25][C:20](/[CH:19]=[CH:18]/[C:17]([C:14]2[CH:15]=[CH:16][C:11]([N:8]3[CH2:9][CH2:10][N:5]([C:2]([NH2:3])=[O:4])[CH2:6][CH2:7]3)=[CH:12][CH:13]=2)=[O:31])=[CH:21][CH:22]=1)=[O:29]. The yield is 0.310. (8) The reactants are [F:1][C:2]1[CH:7]=[CH:6][CH:5]=[CH:4][C:3]=1[C:8]1[O:9][CH:10]=[C:11]([CH2:13][CH2:14][NH2:15])[N:12]=1.[F:16][C:17]([F:33])([F:32])[C:18]1[O:22][N:21]=[C:20]([C:23]2[CH:24]=[N:25][CH:26]=[C:27]([CH:31]=2)[C:28](O)=[O:29])[N:19]=1. No catalyst specified. The product is [F:1][C:2]1[CH:7]=[CH:6][CH:5]=[CH:4][C:3]=1[C:8]1[O:9][CH:10]=[C:11]([CH2:13][CH2:14][NH:15][C:28](=[O:29])[C:27]2[CH:31]=[C:23]([C:20]3[N:19]=[C:18]([C:17]([F:33])([F:32])[F:16])[O:22][N:21]=3)[CH:24]=[N:25][CH:26]=2)[N:12]=1. The yield is 0.0600. (9) The product is [OH:8][CH2:9][C:10]1[CH:11]=[CH:12][C:13]([CH:16]2[CH2:25][CH2:24][C:19](=[O:20])[CH2:18][CH2:17]2)=[CH:14][CH:15]=1. The catalyst is CC(C)=O.O. The yield is 0.620. The reactants are C([Si]([O:8][CH2:9][C:10]1[CH:15]=[CH:14][C:13]([CH:16]2[CH2:25][CH2:24][C:19]3(OCC[O:20]3)[CH2:18][CH2:17]2)=[CH:12][CH:11]=1)(C)C)(C)(C)C.C1(C)C=CC(S([O-])(=O)=O)=CC=1.[NH+]1C=CC=CC=1.